This data is from Full USPTO retrosynthesis dataset with 1.9M reactions from patents (1976-2016). The task is: Predict the reactants needed to synthesize the given product. Given the product [CH3:44][C@H:43]1[O:53][C@@H:49]([CH3:51])[CH2:50][N:41]([C:39]([C:36]2[NH:35][C:34]([C:22]3[C:21]4[C:25](=[CH:26][CH:27]=[C:19]([C:16]5[C:17]([CH3:18])=[C:12]([CH2:11][N:3]([CH2:1][CH3:2])[C:4](=[O:10])[O:5][C:6]([CH3:9])([CH3:8])[CH3:7])[CH:13]=[N:14][CH:15]=5)[CH:20]=4)[N:24]([CH:28]4[CH2:33][CH2:32][CH2:31][CH2:30][O:29]4)[N:23]=3)=[N:38][CH:37]=2)=[O:40])[CH2:42]1, predict the reactants needed to synthesize it. The reactants are: [CH2:1]([N:3]([CH2:11][C:12]1[CH:13]=[N:14][CH:15]=[C:16]([C:19]2[CH:20]=[C:21]3[C:25](=[CH:26][CH:27]=2)[N:24]([CH:28]2[CH2:33][CH2:32][CH2:31][CH2:30][O:29]2)[N:23]=[C:22]3[C:34]2[NH:35][C:36]([C:39]([NH:41][CH2:42][C:43]3[CH:44]=NC=CC=3)=[O:40])=[CH:37][N:38]=2)[C:17]=1[CH3:18])[C:4](=[O:10])[O:5][C:6]([CH3:9])([CH3:8])[CH3:7])[CH3:2].[C:49]([O:53]C(N(CC1C(C)=C(C2C=C3C(=CC=2)N(C2CCCCO2)N=C3C2NC(C(O)=O)=CN=2)C=NC=1)CC)=O)(C)([CH3:51])[CH3:50].CCN(CC)CC.C[C@H]1O[C@@H](C)CNC1.CN(C(ON1N=NC2C=CC=NC1=2)=[N+](C)C)C.F[P-](F)(F)(F)(F)F.